From a dataset of Full USPTO retrosynthesis dataset with 1.9M reactions from patents (1976-2016). Predict the reactants needed to synthesize the given product. (1) Given the product [Br:16][CH2:17][CH2:18][O:9][C:6]1[CH:7]=[CH:8][C:3]([C:1]#[N:2])=[CH:4][CH:5]=1, predict the reactants needed to synthesize it. The reactants are: [C:1]([C:3]1[CH:8]=[CH:7][C:6]([OH:9])=[CH:5][CH:4]=1)#[N:2].C([O-])([O-])=O.[K+].[K+].[Br:16][CH2:17][CH2:18]Br. (2) Given the product [C:2]([O:6][C:7](=[O:8])[CH2:9][CH2:10][CH2:11][CH2:42][C:39]1[CH:40]=[CH:41][N:36]=[CH:37][CH:38]=1)([CH3:3])([CH3:4])[CH3:5], predict the reactants needed to synthesize it. The reactants are: [Br-].[C:2]([O:6][C:7]([CH2:9][CH2:10][CH2:11][P+](C1C=CC=CC=1)(C1C=CC=CC=1)C1C=CC=CC=1)=[O:8])([CH3:5])([CH3:4])[CH3:3].C([Li])CCC.[N:36]1[CH:41]=[CH:40][C:39]([CH:42]=O)=[CH:38][CH:37]=1.[H][H]. (3) Given the product [Cl:17][C:16]1[CH:15]=[CH:14][CH:13]=[C:12]([Cl:18])[C:11]=1[C:9]1[N:8]([CH2:19][C@H:20]2[CH2:25][CH2:24][CH2:23][N:22]([C:26]([O:28][C:29]([CH3:32])([CH3:30])[CH3:31])=[O:27])[CH2:21]2)[C:6]2[N:7]=[C:2]([NH:38][CH2:37][C:36]3[CH:39]=[CH:40][CH:41]=[C:34]([OH:33])[CH:35]=3)[N:3]=[CH:4][C:5]=2[CH:10]=1, predict the reactants needed to synthesize it. The reactants are: Cl[C:2]1[N:3]=[CH:4][C:5]2[CH:10]=[C:9]([C:11]3[C:16]([Cl:17])=[CH:15][CH:14]=[CH:13][C:12]=3[Cl:18])[N:8]([CH2:19][C@@H:20]3[CH2:25][CH2:24][CH2:23][N:22]([C:26]([O:28][C:29]([CH3:32])([CH3:31])[CH3:30])=[O:27])[CH2:21]3)[C:6]=2[N:7]=1.[OH:33][C:34]1[CH:35]=[C:36]([CH:39]=[CH:40][CH:41]=1)[CH2:37][NH2:38].CCN(C(C)C)C(C)C. (4) Given the product [CH3:10][O:9][C:7]1[CH:8]=[C:3]([O:2][CH3:1])[CH:4]=[C:5]2[C:6]=1[CH:14]=[C:13](/[CH:18]=[CH:17]/[C:16](=[O:19])[CH3:15])[CH:12]=[CH:11]2, predict the reactants needed to synthesize it. The reactants are: [CH3:1][O:2][C:3]1[CH:8]=[C:7]([O:9][CH3:10])[CH:6]=[C:5](/[CH:11]=[CH:12]/[C:13]2[CH:14]=[CH:15][C:16]([OH:19])=[CH:17][CH:18]=2)[CH:4]=1. (5) Given the product [CH2:1]([O:8][C:9](=[O:49])[NH:10][CH:11]([CH2:42][C:43]1[CH:48]=[CH:47][CH:46]=[CH:45][CH:44]=1)[CH:12]([OH:41])[CH2:13][N:14]([CH2:28][C:29]1[CH:30]=[CH:31][C:32]([C:35]2[CH:40]=[CH:39][CH:38]=[CH:37][N:36]=2)=[CH:33][CH:34]=1)[NH:15][C:16](=[O:27])[CH:17]([NH:22][C:23]([O:25][CH3:26])=[O:24])[C:18]([CH3:20])([CH3:19])[CH3:21])[C:2]1[CH:3]=[CH:4][CH:5]=[CH:6][CH:7]=1, predict the reactants needed to synthesize it. The reactants are: [CH2:1]([O:8][C:9](=[O:49])[NH:10][CH:11]([CH2:42][C:43]1[CH:48]=[CH:47][CH:46]=[CH:45][CH:44]=1)[C:12](=[O:41])[CH2:13][N:14]([CH2:28][C:29]1[CH:34]=[CH:33][C:32]([C:35]2[CH:40]=[CH:39][CH:38]=[CH:37][N:36]=2)=[CH:31][CH:30]=1)[NH:15][C:16](=[O:27])[CH:17]([NH:22][C:23]([O:25][CH3:26])=[O:24])[C:18]([CH3:21])([CH3:20])[CH3:19])[C:2]1[CH:7]=[CH:6][CH:5]=[CH:4][CH:3]=1.[H-].C(O[Al](OC(C)(C)C)OC(C)(C)C)(C)(C)C.[Li+]. (6) The reactants are: Br[C:2]1[CH:3]=[C:4]([C:8]2[C:17]3[C:12](=[CH:13][CH:14]=[CH:15][CH:16]=3)[CH:11]=[CH:10][CH:9]=2)[CH:5]=[CH:6][CH:7]=1.CCCCCC.C([Li])CCC.[B:29](OC(C)C)([O:34]C(C)C)[O:30]C(C)C.Cl. Given the product [C:8]1([C:4]2[CH:3]=[C:2]([B:29]([OH:34])[OH:30])[CH:7]=[CH:6][CH:5]=2)[C:17]2[C:12](=[CH:13][CH:14]=[CH:15][CH:16]=2)[CH:11]=[CH:10][CH:9]=1, predict the reactants needed to synthesize it. (7) Given the product [F:8][C:7]1[C:2]2[NH:1][C:10]([C@@H:11]([NH2:13])[CH3:12])=[N:9][C:3]=2[CH:4]=[CH:5][CH:6]=1, predict the reactants needed to synthesize it. The reactants are: [NH2:1][C:2]1[C:7]([F:8])=[CH:6][CH:5]=[CH:4][C:3]=1[NH:9][C:10](=O)[C@@H:11]([NH:13]C(=O)OC(C)(C)C)[CH3:12]. (8) Given the product [CH3:27][O:26][C:10]1[CH:11]=[C:12]([O:24][CH3:25])[C:13]([CH2:15][C:16]2[CH:17]=[CH:18][C:19]([CH2:22][CH3:23])=[CH:20][CH:21]=2)=[CH:14][C:9]=1[P:4](=[O:3])([OH:8])[OH:5], predict the reactants needed to synthesize it. The reactants are: C([O:3][P:4]([C:9]1[CH:14]=[C:13]([CH2:15][C:16]2[CH:21]=[CH:20][C:19]([CH2:22][CH3:23])=[CH:18][CH:17]=2)[C:12]([O:24][CH3:25])=[CH:11][C:10]=1[O:26][CH3:27])(=[O:8])[O:5]CC)C.Br[Si](C)(C)C.CO.